Dataset: Retrosynthesis with 50K atom-mapped reactions and 10 reaction types from USPTO. Task: Predict the reactants needed to synthesize the given product. (1) Given the product CCCNC(=O)c1nnc2c(-c3cnc(OC)nc3OC)cccc2c1N, predict the reactants needed to synthesize it. The reactants are: CCCNC(=O)c1nnc2c(Br)cccc2c1N.COc1ncc(B(O)O)c(OC)n1. (2) Given the product OCc1ccc(-c2cc3cc(Cl)cc(NC4CCCC4)c3[nH]2)cc1, predict the reactants needed to synthesize it. The reactants are: COC(=O)c1ccc(-c2cc3cc(Cl)cc(NC4CCCC4)c3[nH]2)cc1.